The task is: Predict the reactants needed to synthesize the given product.. This data is from Full USPTO retrosynthesis dataset with 1.9M reactions from patents (1976-2016). (1) Given the product [Cl:29][CH2:28][CH:30]([OH:32])[CH2:31][NH:1][C@H:2]1[C:10]2[C:5](=[C:6]([C:11]3[N:15]=[C:14]([C:16]4[CH:17]=[CH:18][C:19]([O:24][CH:25]([CH3:27])[CH3:26])=[C:20]([CH:23]=4)[C:21]#[N:22])[O:13][N:12]=3)[CH:7]=[CH:8][CH:9]=2)[CH2:4][CH2:3]1, predict the reactants needed to synthesize it. The reactants are: [NH2:1][C@H:2]1[C:10]2[C:5](=[C:6]([C:11]3[N:15]=[C:14]([C:16]4[CH:17]=[CH:18][C:19]([O:24][CH:25]([CH3:27])[CH3:26])=[C:20]([CH:23]=4)[C:21]#[N:22])[O:13][N:12]=3)[CH:7]=[CH:8][CH:9]=2)[CH2:4][CH2:3]1.[CH2:28]([CH:30]1[O:32][CH2:31]1)[Cl:29].CC(O)C. (2) Given the product [F:12][C:7]1[CH:8]=[CH:9][CH:10]=[C:11]2[C:6]=1[N:5]=[C:4]([C:13]([O:15][CH3:16])=[O:14])[CH:3]=[C:2]2[B:18]1[O:22][C:21]([CH3:24])([CH3:23])[C:20]([CH3:26])([CH3:25])[O:19]1, predict the reactants needed to synthesize it. The reactants are: Br[C:2]1[C:11]2[C:6](=[C:7]([F:12])[CH:8]=[CH:9][CH:10]=2)[N:5]=[C:4]([C:13]([O:15][CH3:16])=[O:14])[CH:3]=1.[K].[B:18]1([B:18]2[O:22][C:21]([CH3:24])([CH3:23])[C:20]([CH3:26])([CH3:25])[O:19]2)[O:22][C:21]([CH3:24])([CH3:23])[C:20]([CH3:26])([CH3:25])[O:19]1. (3) Given the product [Br:15][C:16]1[CH:21]=[C:20]([NH:1][CH:2]2[CH2:7][CH2:6][CH2:5][N:4]([C:8]([O:10][C:11]([CH3:14])([CH3:13])[CH3:12])=[O:9])[CH2:3]2)[C:19]([N+:23]([O-:25])=[O:24])=[CH:18][N:17]=1, predict the reactants needed to synthesize it. The reactants are: [NH2:1][CH:2]1[CH2:7][CH2:6][CH2:5][N:4]([C:8]([O:10][C:11]([CH3:14])([CH3:13])[CH3:12])=[O:9])[CH2:3]1.[Br:15][C:16]1[CH:21]=[C:20](Br)[C:19]([N+:23]([O-:25])=[O:24])=[CH:18][N:17]=1.CCN(CC)CC.[OH-].[Na+]. (4) Given the product [CH2:5]([O:12][C:13]1[CH:18]=[CH:17][C:16]([CH2:19][Cl:3])=[CH:15][C:14]=1[F:21])[C:6]1[CH:11]=[CH:10][CH:9]=[CH:8][CH:7]=1, predict the reactants needed to synthesize it. The reactants are: S(Cl)([Cl:3])=O.[CH2:5]([O:12][C:13]1[CH:18]=[CH:17][C:16]([CH2:19]O)=[CH:15][C:14]=1[F:21])[C:6]1[CH:11]=[CH:10][CH:9]=[CH:8][CH:7]=1. (5) Given the product [CH3:1][N:2]1[C:7]2[S:8][CH:9]=[C:10]([CH2:11][C:12]([OH:14])=[O:13])[C:6]=2[C:5](=[O:16])[N:4]([CH3:17])[C:3]1=[O:18], predict the reactants needed to synthesize it. The reactants are: [CH3:1][N:2]1[C:7]2[S:8][CH:9]=[C:10]([CH2:11][C:12]([O:14]C)=[O:13])[C:6]=2[C:5](=[O:16])[N:4]([CH3:17])[C:3]1=[O:18].OS(O)(=O)=O. (6) Given the product [CH2:16]([NH:17][CH2:18][CH2:19][CH2:20][CH3:21])[CH2:15][CH2:14][CH3:13], predict the reactants needed to synthesize it. The reactants are: NCCC1C=CC(O)=C(O)C=1.O[C:13]1C=C2[C:16]([NH:17][CH:18]=[C:19]2[CH2:20][CH2:21]N)=[CH:15][CH:14]=1.OC1C=C(CC(O)=O)C=CC=1O.OC1C=C(C=CC=1O)CN. (7) The reactants are: [CH3:1][S:2][C:3]1[N:8]=[C:7]([O:9][C:10]2[CH:15]=[CH:14][C:13]([N+:16]([O-])=O)=[C:12]([F:19])[CH:11]=2)[CH:6]=[CH:5][N:4]=1.C(O)C.[H][H]. Given the product [F:19][C:12]1[CH:11]=[C:10]([O:9][C:7]2[CH:6]=[CH:5][N:4]=[C:3]([S:2][CH3:1])[N:8]=2)[CH:15]=[CH:14][C:13]=1[NH2:16], predict the reactants needed to synthesize it.